This data is from Reaction yield outcomes from USPTO patents with 853,638 reactions. The task is: Predict the reaction yield, written as a fraction of the theoretical maximum amount of product (1.0 means a 100% yield; for example, 0.34 means a 34% yield). (1) The reactants are [NH2:1][C:2]1[CH:7]=[CH:6][C:5]([C:8]2[N:9]([CH:21]3[CH2:23][CH2:22]3)[C:10]3[C:15]([C:16]=2[C:17]#[N:18])=[CH:14][CH:13]=[C:12]([O:19]C)[CH:11]=3)=[CH:4][CH:3]=1.B(Br)(Br)Br.C([O-])(O)=O.[Na+]. The catalyst is C(Cl)Cl. The product is [NH2:1][C:2]1[CH:7]=[CH:6][C:5]([C:8]2[N:9]([CH:21]3[CH2:22][CH2:23]3)[C:10]3[C:15]([C:16]=2[C:17]#[N:18])=[CH:14][CH:13]=[C:12]([OH:19])[CH:11]=3)=[CH:4][CH:3]=1. The yield is 1.00. (2) The reactants are [F:1][C:2]([F:20])([F:19])[CH2:3][O:4][CH2:5][CH2:6][O:7][CH2:8][CH2:9][O:10][C:11]1[CH:16]=[CH:15][NH:14][C:13](=[S:17])[C:12]=1[CH3:18].[Cl:21][CH2:22][C:23]1[NH:24][C:25]2[CH:31]=[CH:30][CH:29]=[CH:28][C:26]=2[N:27]=1.[OH-].[Na+]. The catalyst is C(O)C. The product is [ClH:21].[F:20][C:2]([F:19])([F:1])[CH2:3][O:4][CH2:5][CH2:6][O:7][CH2:8][CH2:9][O:10][C:11]1[CH:16]=[CH:15][N:14]=[C:13]([S:17][CH2:22][C:23]2[NH:27][C:26]3[CH:28]=[CH:29][CH:30]=[CH:31][C:25]=3[N:24]=2)[C:12]=1[CH3:18]. The yield is 0.0300. (3) The reactants are O[CH:2]([C:4]1[N:5]([C:15]2[CH:20]=[CH:19][CH:18]=[CH:17][CH:16]=2)[C:6](=[O:14])[C:7]2[N:8]([CH:10]=[CH:11][C:12]=2[CH3:13])[CH:9]=1)[CH3:3].C1C=CC(P([N:35]=[N+:36]=[N-:37])(C2C=CC=CC=2)=O)=CC=1.C1CCN2C(=NCCC2)CC1. The catalyst is C1COCC1. The product is [N:35]([CH:2]([C:4]1[N:5]([C:15]2[CH:20]=[CH:19][CH:18]=[CH:17][CH:16]=2)[C:6](=[O:14])[C:7]2[N:8]([CH:10]=[CH:11][C:12]=2[CH3:13])[CH:9]=1)[CH3:3])=[N+:36]=[N-:37]. The yield is 0.420. (4) The reactants are [OH:1][C:2]1[CH:3]=[C:4]([CH:7]=[CH:8][CH:9]=1)[CH:5]=[O:6].CO.C[O-].[Na+].[F:15][C:16]([F:30])([F:29])[CH2:17]OS(C1C=CC(C)=CC=1)(=O)=O. The catalyst is CCCCCC.C1(C)C=CC=CC=1.C(OCC)(=O)C. The product is [F:15][C:16]([F:30])([F:29])[CH2:17][O:1][C:2]1[CH:3]=[C:4]([CH:7]=[CH:8][CH:9]=1)[CH:5]=[O:6]. The yield is 0.260. (5) The reactants are C(OC(=O)C)(=O)C.[CH3:8][C:9]1[NH:13][CH:12]=[N:11][C:10]=1[N+:14]([O-:16])=[O:15].[N+]([O-])(O)=O.[F:21][C:22]1[CH:28]=[CH:27][C:25](N)=[CH:24][CH:23]=1. The catalyst is O.CO. The product is [CH3:8][C:9]1[N:13]([C:25]2[CH:27]=[CH:28][C:22]([F:21])=[CH:23][CH:24]=2)[CH:12]=[N:11][C:10]=1[N+:14]([O-:16])=[O:15]. The yield is 0.360. (6) The catalyst is O.C(O)(=O)C.C1COCC1. The product is [C:1]1([CH:7]([C:13]2[CH:18]=[CH:17][CH:16]=[CH:15][CH:14]=2)[N:8]2[CH2:11][CH:10]([N:25]3[CH2:24][CH2:23][N:22]([C:26]([O:28][C:29]([CH3:32])([CH3:31])[CH3:30])=[O:27])[CH2:21][C@@H:20]3[CH3:19])[CH2:9]2)[CH:6]=[CH:5][CH:4]=[CH:3][CH:2]=1. The yield is 0.930. The reactants are [C:1]1([CH:7]([C:13]2[CH:18]=[CH:17][CH:16]=[CH:15][CH:14]=2)[N:8]2[CH2:11][C:10](=O)[CH2:9]2)[CH:6]=[CH:5][CH:4]=[CH:3][CH:2]=1.[CH3:19][C@@H:20]1[NH:25][CH2:24][CH2:23][N:22]([C:26]([O:28][C:29]([CH3:32])([CH3:31])[CH3:30])=[O:27])[CH2:21]1.C(O[BH-](OC(=O)C)OC(=O)C)(=O)C.[Na+].C(=O)([O-])O.[Na+]. (7) The reactants are Cl[C:2]1[N:7]=[C:6]([NH:8][C:9]2[N:14]=[CH:13][C:12]3[N:15]=[C:16]([CH3:21])[N:17]([CH:18]([CH3:20])[CH3:19])[C:11]=3[CH:10]=2)[CH:5]=[CH:4][N:3]=1.CC1(C)C(C)(C)OB([C:30]2[CH:31]=[N:32][N:33]([CH2:35][CH:36]3[CH2:40][CH2:39][N:38]([C:41]([O:43][C:44]([CH3:47])([CH3:46])[CH3:45])=[O:42])[CH2:37]3)[CH:34]=2)O1.ClCCl.C(=O)([O-])[O-].[Cs+].[Cs+].COCCOC.O. The catalyst is CCOC(C)=O.C1C=CC(P(C2C=CC=CC=2)[C-]2C=CC=C2)=CC=1.C1C=CC(P(C2C=CC=CC=2)[C-]2C=CC=C2)=CC=1.Cl[Pd]Cl.[Fe+2]. The product is [CH:18]([N:17]1[C:11]2[CH:10]=[C:9]([NH:8][C:6]3[CH:5]=[CH:4][N:3]=[C:2]([C:30]4[CH:31]=[N:32][N:33]([CH2:35][CH:36]5[CH2:40][CH2:39][N:38]([C:41]([O:43][C:44]([CH3:47])([CH3:46])[CH3:45])=[O:42])[CH2:37]5)[CH:34]=4)[N:7]=3)[N:14]=[CH:13][C:12]=2[N:15]=[C:16]1[CH3:21])([CH3:20])[CH3:19]. The yield is 0.340. (8) The reactants are [OH:1][CH2:2][C:3]([CH3:27])([CH3:26])[CH2:4][NH:5][C:6]([C:8]1[C:16]2[C:11](=[N:12][CH:13]=[C:14](Br)[N:15]=2)[N:10]([CH2:18][O:19][CH2:20][CH2:21][Si:22]([CH3:25])([CH3:24])[CH3:23])[CH:9]=1)=[O:7].[CH3:28][C:29]1([CH3:36])[CH2:31][CH:30]1[B-](F)(F)F.[K+].C(=O)([O-])[O-].[Cs+].[Cs+].C1COCC1. The catalyst is C1C=CC(P(C2C=CC=CC=2)[C-]2C=CC=C2)=CC=1.C1C=CC(P(C2C=CC=CC=2)[C-]2C=CC=C2)=CC=1.Cl[Pd]Cl.[Fe+2].O. The product is [OH:1][CH2:2][C:3]([CH3:27])([CH3:26])[CH2:4][NH:5][C:6]([C:8]1[C:16]2[C:11](=[N:12][CH:13]=[C:14]([CH:30]3[CH2:31][C:29]3([CH3:36])[CH3:28])[N:15]=2)[N:10]([CH2:18][O:19][CH2:20][CH2:21][Si:22]([CH3:25])([CH3:24])[CH3:23])[CH:9]=1)=[O:7]. The yield is 0.640.